From a dataset of Full USPTO retrosynthesis dataset with 1.9M reactions from patents (1976-2016). Predict the reactants needed to synthesize the given product. (1) Given the product [C:27]1([CH:33]([CH3:37])[C:34]([O:1][C:2]2[C:11]3[C:6](=[N:7][CH:8]=[CH:9][CH:10]=3)[N:5]([C:12]3[CH:17]=[CH:16][CH:15]=[C:14]([C:18]([F:21])([F:19])[F:20])[CH:13]=3)[C:4](=[O:22])[CH:3]=2)=[O:35])[CH:32]=[CH:31][CH:30]=[CH:29][CH:28]=1, predict the reactants needed to synthesize it. The reactants are: [OH:1][C:2]1[C:11]2[C:6](=[N:7][CH:8]=[CH:9][CH:10]=2)[N:5]([C:12]2[CH:17]=[CH:16][CH:15]=[C:14]([C:18]([F:21])([F:20])[F:19])[CH:13]=2)[C:4](=[O:22])[CH:3]=1.[H-].[Na+].[H][H].[C:27]1([CH:33]([CH3:37])[C:34](Cl)=[O:35])[CH:32]=[CH:31][CH:30]=[CH:29][CH:28]=1.C(=O)([O-])O.[Na+]. (2) Given the product [CH3:10][O:9][C:8]1[C:7](=[O:11])[CH:6]=[C:5]([CH3:13])[C:4](=[O:21])[C:3]=1[O:2][CH3:1], predict the reactants needed to synthesize it. The reactants are: [CH3:1][O:2][C:3]1[CH:4]=[C:5]([CH3:13])[CH:6]=[C:7]([O:11]C)[C:8]=1[O:9][CH3:10].C1(C)C=CC(S(O)(=O)=[O:21])=CC=1.OO.[N+]([O-])(O)=O.